This data is from Merck oncology drug combination screen with 23,052 pairs across 39 cell lines. The task is: Regression. Given two drug SMILES strings and cell line genomic features, predict the synergy score measuring deviation from expected non-interaction effect. (1) Drug 1: N#Cc1ccc(Cn2cncc2CN2CCN(c3cccc(Cl)c3)C(=O)C2)cc1. Drug 2: O=C(CCCCCCC(=O)Nc1ccccc1)NO. Cell line: UWB1289. Synergy scores: synergy=15.7. (2) Drug 1: CN1C(=O)C=CC2(C)C3CCC4(C)C(NC(=O)OCC(F)(F)F)CCC4C3CCC12. Drug 2: NC(=O)c1cccc2cn(-c3ccc(C4CCCNC4)cc3)nc12. Cell line: OCUBM. Synergy scores: synergy=18.8. (3) Drug 1: CCN(CC)CCNC(=O)c1c(C)[nH]c(C=C2C(=O)Nc3ccc(F)cc32)c1C. Drug 2: O=C(NOCC(O)CO)c1ccc(F)c(F)c1Nc1ccc(I)cc1F. Cell line: NCIH460. Synergy scores: synergy=16.3. (4) Drug 1: O=P1(N(CCCl)CCCl)NCCCO1. Drug 2: Cn1nnc2c(C(N)=O)ncn2c1=O. Cell line: OVCAR3. Synergy scores: synergy=-10.4. (5) Drug 1: CCC1=CC2CN(C1)Cc1c([nH]c3ccccc13)C(C(=O)OC)(c1cc3c(cc1OC)N(C)C1C(O)(C(=O)OC)C(OC(C)=O)C4(CC)C=CCN5CCC31C54)C2. Drug 2: O=C(O)C1(Cc2cccc(Nc3nccs3)n2)CCC(Oc2cccc(Cl)c2F)CC1. Cell line: UWB1289BRCA1. Synergy scores: synergy=-20.3. (6) Drug 1: Nc1ccn(C2OC(CO)C(O)C2(F)F)c(=O)n1. Drug 2: COC1=C2CC(C)CC(OC)C(O)C(C)C=C(C)C(OC(N)=O)C(OC)C=CC=C(C)C(=O)NC(=CC1=O)C2=O. Cell line: T47D. Synergy scores: synergy=-20.4.